Dataset: Forward reaction prediction with 1.9M reactions from USPTO patents (1976-2016). Task: Predict the product of the given reaction. Given the reactants [F:1][C:2]1[C:7]([F:8])=[CH:6][CH:5]=[CH:4][C:3]=1[C@@H:9]1[CH2:19][C@@H:18]([OH:20])[C@@H:17]([OH:21])[C:12]2=[N:13][CH:14]=[CH:15][CH:16]=[C:11]2[CH2:10]1.N1([C:27]([N:29]2[CH2:34][CH2:33][CH:32]([N:35]3[C:43]4[C:38](=[N:39][CH:40]=[CH:41][CH:42]=4)[NH:37][C:36]3=[O:44])[CH2:31][CH2:30]2)=[O:28])C=CN=C1.CC(C)([O-])C.[K+], predict the reaction product. The product is: [O:44]=[C:36]1[NH:37][C:38]2=[N:39][CH:40]=[CH:41][CH:42]=[C:43]2[N:35]1[CH:32]1[CH2:31][CH2:30][N:29]([C:27]([O:21][C@H:17]2[C:12]3=[N:13][CH:14]=[CH:15][CH:16]=[C:11]3[CH2:10][C@H:9]([C:3]3[CH:4]=[CH:5][CH:6]=[C:7]([F:8])[C:2]=3[F:1])[CH2:19][C@H:18]2[OH:20])=[O:28])[CH2:34][CH2:33]1.